Dataset: NCI-60 drug combinations with 297,098 pairs across 59 cell lines. Task: Regression. Given two drug SMILES strings and cell line genomic features, predict the synergy score measuring deviation from expected non-interaction effect. (1) Drug 1: C1C(C(OC1N2C=NC3=C(N=C(N=C32)Cl)N)CO)O. Drug 2: C1C(C(OC1N2C=NC(=NC2=O)N)CO)O. Cell line: NCI/ADR-RES. Synergy scores: CSS=38.2, Synergy_ZIP=-2.60, Synergy_Bliss=-4.16, Synergy_Loewe=-3.35, Synergy_HSA=0.103. (2) Drug 1: CC12CCC3C(C1CCC2=O)CC(=C)C4=CC(=O)C=CC34C. Drug 2: C1=CC(=CC=C1CCC2=CNC3=C2C(=O)NC(=N3)N)C(=O)NC(CCC(=O)O)C(=O)O. Cell line: EKVX. Synergy scores: CSS=23.7, Synergy_ZIP=3.33, Synergy_Bliss=-2.80, Synergy_Loewe=-5.45, Synergy_HSA=-3.33. (3) Drug 2: C1=NC(=NC(=O)N1C2C(C(C(O2)CO)O)O)N. Synergy scores: CSS=-3.83, Synergy_ZIP=1.18, Synergy_Bliss=-1.35, Synergy_Loewe=-5.79, Synergy_HSA=-5.49. Drug 1: CNC(=O)C1=CC=CC=C1SC2=CC3=C(C=C2)C(=NN3)C=CC4=CC=CC=N4. Cell line: MALME-3M. (4) Drug 1: CCC(=C(C1=CC=CC=C1)C2=CC=C(C=C2)OCCN(C)C)C3=CC=CC=C3.C(C(=O)O)C(CC(=O)O)(C(=O)O)O. Drug 2: CCN(CC)CCNC(=O)C1=C(NC(=C1C)C=C2C3=C(C=CC(=C3)F)NC2=O)C. Cell line: LOX IMVI. Synergy scores: CSS=4.91, Synergy_ZIP=-2.00, Synergy_Bliss=-0.379, Synergy_Loewe=-27.9, Synergy_HSA=-3.11.